This data is from hERG potassium channel inhibition data for cardiac toxicity prediction from Karim et al.. The task is: Regression/Classification. Given a drug SMILES string, predict its toxicity properties. Task type varies by dataset: regression for continuous values (e.g., LD50, hERG inhibition percentage) or binary classification for toxic/non-toxic outcomes (e.g., AMES mutagenicity, cardiotoxicity, hepatotoxicity). Dataset: herg_karim. (1) The drug is O=C1CN(CCc2ccc(F)cc2)CCN1[C@H]1CCc2cc(CNCC(F)(F)F)ccc2C1. The result is 1 (blocker). (2) The compound is O=C(CNc1ncnc2ccc(C(F)(F)F)cc12)NC1CN([C@H]2CC[C@@](O)(c3nccs3)CC2)C1. The result is 0 (non-blocker). (3) The compound is CN(C/C=C/c1ccc(-c2ccccc2)cc1)Cc1coc2ccccc12.Cl. The result is 0 (non-blocker). (4) The molecule is CCCN(c1cccc(C#N)c1)P(=O)(c1ccccc1)c1ccccc1. The result is 0 (non-blocker). (5) The molecule is Cc1nnc(C(C)C)n1C1CCN([C@@H](C)C[C@H](NC(=O)C2CCC(F)(F)CC2)c2ccccc2)CC1. The result is 0 (non-blocker). (6) The compound is COc1ccc2nccc([C@@H](O)CC[C@@H]3CCN(C4CC(c5cc(F)ccc5F)C4)C[C@@H]3C(=O)O)c2c1. The result is 1 (blocker). (7) The molecule is O=C1COc2ccc(CN3CCC(NC(=O)c4cc(=O)c5ccc(F)cc5o4)CC3)cc2N1. The result is 1 (blocker).